This data is from Forward reaction prediction with 1.9M reactions from USPTO patents (1976-2016). The task is: Predict the product of the given reaction. (1) Given the reactants C([O:4][C:5]1[CH:10]=[CH:9][C:8]([C:11]2[O:15][C:14]([CH:16]([O:29][Si](C(C)(C)C)(C)C)[CH2:17][CH2:18][CH2:19][CH2:20][CH2:21][CH2:22][C:23]3[CH:28]=[CH:27][CH:26]=[CH:25][CH:24]=3)=[N:13][CH:12]=2)=[CH:7][CH:6]=1)(=O)C.[Si](OC(C1OC([Sn](CCCC)(CCCC)CCCC)=CN=1)CCCCCCC1C=CC=CC=1)(C(C)(C)C)(C)C.C(OC1C=CC(I)=CC=1)(=O)C, predict the reaction product. The product is: [OH:4][C:5]1[CH:6]=[CH:7][C:8]([C:11]2[O:15][C:14]([C:16](=[O:29])[CH2:17][CH2:18][CH2:19][CH2:20][CH2:21][CH2:22][C:23]3[CH:24]=[CH:25][CH:26]=[CH:27][CH:28]=3)=[N:13][CH:12]=2)=[CH:9][CH:10]=1. (2) Given the reactants Cl[C:2]1[N:3]=[C:4]([NH:18][CH3:19])[C:5]2[N:6]=[C:7]([NH:14][CH2:15][CH2:16][CH3:17])[N:8]=[C:9]([NH:12][CH3:13])[C:10]=2[N:11]=1.[CH3:20][O:21][CH2:22][CH2:23][NH:24][CH2:25][CH2:26][O:27][CH3:28], predict the reaction product. The product is: [CH3:20][O:21][CH2:22][CH2:23][N:24]([CH2:25][CH2:26][O:27][CH3:28])[C:2]1[N:3]=[C:4]([NH:18][CH3:19])[C:5]2[N:6]=[C:7]([NH:14][CH2:15][CH2:16][CH3:17])[N:8]=[C:9]([NH:12][CH3:13])[C:10]=2[N:11]=1. (3) Given the reactants [OH:1][C@:2]([CH3:31])([CH2:28][CH:29]=[CH2:30])[C@@H:3]([NH:5][C:6]([C:8]1[C:16]2[C:11](=[N:12][CH:13]=[C:14]([CH:17]3[CH2:19][CH2:18]3)[N:15]=2)[N:10]([CH2:20][O:21][CH2:22][CH2:23][Si:24]([CH3:27])([CH3:26])[CH3:25])[CH:9]=1)=[O:7])[CH3:4].O[C@@:33](C)(CC=C)[C@@H](NC(C1C2C(=NC=C(C3CC3)N=2)N(COCC[Si](C)(C)C)C=1)=O)C, predict the reaction product. The product is: [CH:29]1([CH2:28][C@:2]([OH:1])([CH3:31])[C@@H:3]([NH:5][C:6]([C:8]2[C:16]3[C:11](=[N:12][CH:13]=[C:14]([CH:17]4[CH2:19][CH2:18]4)[N:15]=3)[N:10]([CH2:20][O:21][CH2:22][CH2:23][Si:24]([CH3:26])([CH3:25])[CH3:27])[CH:9]=2)=[O:7])[CH3:4])[CH2:33][CH2:30]1.